From a dataset of Catalyst prediction with 721,799 reactions and 888 catalyst types from USPTO. Predict which catalyst facilitates the given reaction. (1) Reactant: N12CCCN=C1CCCC[CH2:2]2.[O:12]=[C:13]([CH3:21])[CH2:14][CH2:15][CH2:16][CH2:17][C:18]([OH:20])=[O:19].IC. Product: [O:12]=[C:13]([CH3:21])[CH2:14][CH2:15][CH2:16][CH2:17][C:18]([O:20][CH3:2])=[O:19]. The catalyst class is: 21. (2) The catalyst class is: 2. Reactant: [CH2:1]([S:3]([C:6]1[CH:27]=[CH:26][C:9]([CH2:10][NH:11][C:12]([C:14]2[CH:15]=[C:16]3[CH2:22][NH:21][C@@H:20]([CH:23]([CH3:25])[CH3:24])[C:17]3=[N:18][CH:19]=2)=[O:13])=[CH:8][CH:7]=1)(=[O:5])=[O:4])[CH3:2].C(N(CC)CC)C.[C:35]([C:37]1[CH:42]=[CH:41][C:40]([S:43](Cl)(=[O:45])=[O:44])=[CH:39][CH:38]=1)#[N:36]. Product: [C:35]([C:37]1[CH:38]=[CH:39][C:40]([S:43]([N:21]2[CH2:22][C:16]3[C:17](=[N:18][CH:19]=[C:14]([C:12]([NH:11][CH2:10][C:9]4[CH:8]=[CH:7][C:6]([S:3]([CH2:1][CH3:2])(=[O:5])=[O:4])=[CH:27][CH:26]=4)=[O:13])[CH:15]=3)[C@@H:20]2[CH:23]([CH3:24])[CH3:25])(=[O:45])=[O:44])=[CH:41][CH:42]=1)#[N:36]. (3) Reactant: [CH:1]1([O:6][C:7](=[O:54])[C@@H:8]([NH:46]C(OC(C)(C)C)=O)[CH2:9][CH2:10][N:11]2[CH2:15][CH2:14][CH2:13][CH:12]2[CH2:16][O:17][C:18]2[CH:27]=[C:26]3[C:21]([C:22]([O:28][C:29]4[CH:34]=[CH:33][C:32]([NH:35][C:36](=[O:43])[C:37]5[CH:42]=[CH:41][CH:40]=[CH:39][CH:38]=5)=[CH:31][CH:30]=4)=[CH:23][CH:24]=[N:25]3)=[CH:20][C:19]=2[O:44][CH3:45])[CH2:5][CH2:4][CH2:3][CH2:2]1.Cl. Product: [CH:1]1([O:6][C:7](=[O:54])[C@@H:8]([NH2:46])[CH2:9][CH2:10][N:11]2[CH2:15][CH2:14][CH2:13][CH:12]2[CH2:16][O:17][C:18]2[CH:27]=[C:26]3[C:21]([C:22]([O:28][C:29]4[CH:30]=[CH:31][C:32]([NH:35][C:36](=[O:43])[C:37]5[CH:38]=[CH:39][CH:40]=[CH:41][CH:42]=5)=[CH:33][CH:34]=4)=[CH:23][CH:24]=[N:25]3)=[CH:20][C:19]=2[O:44][CH3:45])[CH2:2][CH2:3][CH2:4][CH2:5]1. The catalyst class is: 12. (4) Product: [Br:1][C:2]1[CH:3]=[C:4]([C:8]2[C:10]([C:12]3[CH:13]=[CH:14][CH:15]=[CH:16][CH:17]=3)=[C:38]([C:39]3[CH:44]=[CH:43][C:42]([CH2:45][CH:46]([CH2:59][CH2:60][CH2:61][CH2:62][CH2:63][CH2:64][CH2:65][CH2:66][CH2:67][CH3:68])[CH2:47][CH2:48][CH2:49][CH2:50][CH2:51][CH2:52][CH2:53][CH2:54][CH2:55][CH2:56][CH2:57][CH3:58])=[CH:41][CH:40]=3)[C:37](=[O:69])[C:36]=2[C:33]2[CH:32]=[CH:31][C:30]([CH2:29][CH:28]([CH2:18][CH2:19][CH2:20][CH2:21][CH2:22][CH2:23][CH2:24][CH2:25][CH2:26][CH3:27])[CH2:70][CH2:71][CH2:72][CH2:73][CH2:74][CH2:75][CH2:76][CH2:77][CH2:78][CH2:79][CH2:80][CH3:81])=[CH:35][CH:34]=2)[CH:5]=[CH:6][CH:7]=1. Reactant: [Br:1][C:2]1[CH:3]=[C:4]([C:8]([C:10]([C:12]2[CH:17]=[CH:16][CH:15]=[CH:14][CH:13]=2)=O)=O)[CH:5]=[CH:6][CH:7]=1.[CH2:18]([CH:28]([CH2:70][CH2:71][CH2:72][CH2:73][CH2:74][CH2:75][CH2:76][CH2:77][CH2:78][CH2:79][CH2:80][CH3:81])[CH2:29][C:30]1[CH:35]=[CH:34][C:33]([CH2:36][C:37](=[O:69])[CH2:38][C:39]2[CH:44]=[CH:43][C:42]([CH2:45][CH:46]([CH2:59][CH2:60][CH2:61][CH2:62][CH2:63][CH2:64][CH2:65][CH2:66][CH2:67][CH3:68])[CH2:47][CH2:48][CH2:49][CH2:50][CH2:51][CH2:52][CH2:53][CH2:54][CH2:55][CH2:56][CH2:57][CH3:58])=[CH:41][CH:40]=2)=[CH:32][CH:31]=1)[CH2:19][CH2:20][CH2:21][CH2:22][CH2:23][CH2:24][CH2:25][CH2:26][CH3:27].[OH-].C([N+](CC)(CC)CC)C. The catalyst class is: 107. (5) Reactant: [Cl:1][C:2]1[CH:7]=[C:6]([C:8](O)=[O:9])[CH:5]=[C:4]([CH3:11])[N:3]=1.CO. Product: [Cl:1][C:2]1[CH:7]=[C:6]([CH2:8][OH:9])[CH:5]=[C:4]([CH3:11])[N:3]=1. The catalyst class is: 56. (6) Reactant: Br[C:2]1[CH:3]=[N:4][CH:5]=[CH:6][C:7]=1[CH2:8][CH2:9][CH3:10].C([Li])CCC.[B:16](OC(C)C)([O:21]C(C)C)[O:17]C(C)C.Cl. Product: [CH2:8]([C:7]1[CH:6]=[CH:5][N:4]=[CH:3][C:2]=1[B:16]([OH:21])[OH:17])[CH2:9][CH3:10]. The catalyst class is: 30. (7) Reactant: [CH2:1]([N:8]1[C:13](=[O:14])[C:12]2[CH:15]=[C:16]([CH2:18][CH3:19])[S:17][C:11]=2[NH:10][C:9]1=[O:20])[C:2]1[CH:7]=[CH:6][CH:5]=[CH:4][CH:3]=1.Br[CH2:22][C:23]1[CH:28]=[CH:27][C:26]([C:29]2[CH:34]=[CH:33][CH:32]=[CH:31][C:30]=2[C:35]2[N:39]=[C:38](C(Cl)(Cl)Cl)[O:37][N:36]=2)=[CH:25][CH:24]=1.CN(C)C=[O:47].[H-].[Na+]. Product: [CH2:1]([N:8]1[C:13](=[O:14])[C:12]2[CH:15]=[C:16]([CH2:18][CH3:19])[S:17][C:11]=2[N:10]([CH2:22][C:23]2[CH:28]=[CH:27][C:26]([C:29]3[CH:34]=[CH:33][CH:32]=[CH:31][C:30]=3[C:35]3[NH:39][C:38](=[O:47])[O:37][N:36]=3)=[CH:25][CH:24]=2)[C:9]1=[O:20])[C:2]1[CH:3]=[CH:4][CH:5]=[CH:6][CH:7]=1. The catalyst class is: 13. (8) The catalyst class is: 7. Product: [C:12]([C:9]1[CH:8]=[C:7]([C:16]2[S:17][CH:18]=[C:19]([CH2:21][CH2:22][OH:23])[N:20]=2)[CH:6]=[C:5]([C:1]([CH3:4])([CH3:3])[CH3:2])[C:10]=1[OH:11])([CH3:13])([CH3:14])[CH3:15]. Reactant: [C:1]([C:5]1[CH:6]=[C:7]([C:16]2[S:17][CH:18]=[C:19]([CH2:21][C:22](OCC)=[O:23])[N:20]=2)[CH:8]=[C:9]([C:12]([CH3:15])([CH3:14])[CH3:13])[C:10]=1[OH:11])([CH3:4])([CH3:3])[CH3:2].[H-].[Al+3].[Li+].[H-].[H-].[H-].O.[OH-].[Na+]. (9) The catalyst class is: 7. Product: [CH2:1]([O:8][C:9]1[CH:13]=[C:12]([CH:14]([CH3:15])[CH3:16])[S:11][C:10]=1[C:17]([C:28]1[CH:29]=[CH:30][C:25]([O:24][CH3:23])=[CH:26][CH:27]=1)=[O:18])[C:2]1[CH:3]=[CH:4][CH:5]=[CH:6][CH:7]=1. Reactant: [CH2:1]([O:8][C:9]1[CH:13]=[C:12]([CH:14]([CH3:16])[CH3:15])[S:11][C:10]=1[C:17](N(OC)C)=[O:18])[C:2]1[CH:7]=[CH:6][CH:5]=[CH:4][CH:3]=1.[CH3:23][O:24][C:25]1[CH:30]=[CH:29][C:28]([Mg]Br)=[CH:27][CH:26]=1. (10) Reactant: [CH2:1]([O:4][C:5](=[O:24])[NH:6][C:7]1[CH:12]=[CH:11][CH:10]=[C:9]([C:13](=[O:22])[CH2:14][C:15]2[CH:20]=[CH:19][N:18]=[C:17]([Cl:21])[N:16]=2)[C:8]=1[F:23])[CH:2]=[CH2:3].C1C(=O)N([Br:32])C(=O)C1.O. Product: [CH2:1]([O:4][C:5](=[O:24])[NH:6][C:7]1[CH:12]=[CH:11][CH:10]=[C:9]([C:13](=[O:22])[CH:14]([Br:32])[C:15]2[CH:20]=[CH:19][N:18]=[C:17]([Cl:21])[N:16]=2)[C:8]=1[F:23])[CH:2]=[CH2:3]. The catalyst class is: 44.